This data is from NCI-60 drug combinations with 297,098 pairs across 59 cell lines. The task is: Regression. Given two drug SMILES strings and cell line genomic features, predict the synergy score measuring deviation from expected non-interaction effect. (1) Drug 1: C1=CC(=CC=C1CCC2=CNC3=C2C(=O)NC(=N3)N)C(=O)NC(CCC(=O)O)C(=O)O. Drug 2: C1CN(CCN1C(=O)CCBr)C(=O)CCBr. Cell line: HCT116. Synergy scores: CSS=59.9, Synergy_ZIP=-1.35, Synergy_Bliss=-2.50, Synergy_Loewe=-2.18, Synergy_HSA=0.0225. (2) Drug 1: C1CCC(CC1)NC(=O)N(CCCl)N=O. Drug 2: CN(C)N=NC1=C(NC=N1)C(=O)N. Cell line: ACHN. Synergy scores: CSS=15.1, Synergy_ZIP=-6.85, Synergy_Bliss=-3.76, Synergy_Loewe=-3.20, Synergy_HSA=-1.43. (3) Drug 1: CC1=C(C=C(C=C1)C(=O)NC2=CC(=CC(=C2)C(F)(F)F)N3C=C(N=C3)C)NC4=NC=CC(=N4)C5=CN=CC=C5. Drug 2: C1=NNC2=C1C(=O)NC=N2. Cell line: A549. Synergy scores: CSS=-4.98, Synergy_ZIP=1.45, Synergy_Bliss=0.429, Synergy_Loewe=-1.83, Synergy_HSA=-2.35. (4) Drug 1: CC1=C2C(C(=O)C3(C(CC4C(C3C(C(C2(C)C)(CC1OC(=O)C(C(C5=CC=CC=C5)NC(=O)C6=CC=CC=C6)O)O)OC(=O)C7=CC=CC=C7)(CO4)OC(=O)C)O)C)OC(=O)C. Drug 2: CC1C(C(CC(O1)OC2CC(OC(C2O)C)OC3=CC4=CC5=C(C(=O)C(C(C5)C(C(=O)C(C(C)O)O)OC)OC6CC(C(C(O6)C)O)OC7CC(C(C(O7)C)O)OC8CC(C(C(O8)C)O)(C)O)C(=C4C(=C3C)O)O)O)O. Cell line: HOP-92. Synergy scores: CSS=49.1, Synergy_ZIP=-1.09, Synergy_Bliss=2.45, Synergy_Loewe=4.12, Synergy_HSA=4.30. (5) Drug 1: C1CCC(C1)C(CC#N)N2C=C(C=N2)C3=C4C=CNC4=NC=N3. Drug 2: CCC1(CC2CC(C3=C(CCN(C2)C1)C4=CC=CC=C4N3)(C5=C(C=C6C(=C5)C78CCN9C7C(C=CC9)(C(C(C8N6C)(C(=O)OC)O)OC(=O)C)CC)OC)C(=O)OC)O.OS(=O)(=O)O. Cell line: SF-268. Synergy scores: CSS=27.4, Synergy_ZIP=4.21, Synergy_Bliss=7.42, Synergy_Loewe=-33.9, Synergy_HSA=4.04.